This data is from Full USPTO retrosynthesis dataset with 1.9M reactions from patents (1976-2016). The task is: Predict the reactants needed to synthesize the given product. (1) Given the product [Cl:11][C:4]1[N:5]=[CH:6][C:7]2[C:8](=[O:9])[NH:10][CH:12]=[N:1][C:2]=2[CH:3]=1, predict the reactants needed to synthesize it. The reactants are: [NH2:1][C:2]1[C:7]([C:8]([NH2:10])=[O:9])=[CH:6][N:5]=[C:4]([Cl:11])[CH:3]=1.[CH:12](OC)(OC)OC. (2) Given the product [CH2:1]([S:3]([C:6]1[CH:7]=[C:8]([C:12]2[CH:20]=[CH:19][C:18]([O:21][CH2:28][CH2:29][CH2:30][OH:31])=[C:17]3[C:13]=2[C:14]2[CH:25]=[C:24]([CH3:26])[CH:23]=[N:22][C:15]=2[NH:16]3)[CH:9]=[CH:10][CH:11]=1)(=[O:5])=[O:4])[CH3:2], predict the reactants needed to synthesize it. The reactants are: [CH2:1]([S:3]([C:6]1[CH:7]=[C:8]([C:12]2[CH:20]=[CH:19][C:18]([OH:21])=[C:17]3[C:13]=2[C:14]2[CH:25]=[C:24]([CH3:26])[CH:23]=[N:22][C:15]=2[NH:16]3)[CH:9]=[CH:10][CH:11]=1)(=[O:5])=[O:4])[CH3:2].Br[CH2:28][CH2:29][CH2:30][OH:31].C(S(C1C=C(C2C=CC(OCCCN(C)C)=C3C=2C2C=C(C)C=NC=2N3)C=CC=1)(=O)=O)C. (3) Given the product [OH:11][C:6]1[CH:5]([CH2:1][CH:2]([CH3:3])[CH3:4])[O:9][C:8](=[O:10])[CH:7]=1, predict the reactants needed to synthesize it. The reactants are: [CH2:1]([CH:5]1[O:9][C:8](=[O:10])[CH:7]=[C:6]1[O:11]C)[CH:2]([CH3:4])[CH3:3].Cl. (4) The reactants are: C([O:3][C:4](=[O:19])[C:5]1[CH:10]=[C:9]([CH:11]([S:13][CH3:14])[CH3:12])[CH:8]=[N:7][C:6]=1[C:15]([F:18])([F:17])[F:16])C.[OH-].[Li+].Cl. Given the product [CH3:14][S:13][CH:11]([C:9]1[CH:8]=[N:7][C:6]([C:15]([F:18])([F:17])[F:16])=[C:5]([CH:10]=1)[C:4]([OH:19])=[O:3])[CH3:12], predict the reactants needed to synthesize it. (5) Given the product [C:22]([NH:26][C:27]1[C:36]2[C:35](=[O:37])[N:34]([CH2:38][CH2:39][OH:40])[CH:33]=[CH:32][C:31]=2[CH:30]=[C:29]([NH:1][C:2]2[N:7]=[CH:6][N:5]=[C:4]([O:8][CH:9]3[CH2:14][CH2:13][N:12]([C:15]([O:17][C:18]([CH3:21])([CH3:20])[CH3:19])=[O:16])[CH2:11][CH2:10]3)[CH:3]=2)[N:28]=1)([CH3:25])([CH3:24])[CH3:23], predict the reactants needed to synthesize it. The reactants are: [NH2:1][C:2]1[N:7]=[CH:6][N:5]=[C:4]([O:8][CH:9]2[CH2:14][CH2:13][N:12]([C:15]([O:17][C:18]([CH3:21])([CH3:20])[CH3:19])=[O:16])[CH2:11][CH2:10]2)[CH:3]=1.[C:22]([NH:26][C:27]1[N:28]=[C:29](Cl)[CH:30]=[C:31]2[C:36]=1[C:35](=[O:37])[N:34]([CH2:38][CH2:39][OH:40])[CH:33]=[CH:32]2)([CH3:25])([CH3:24])[CH3:23].C([O-])([O-])=O.[Cs+].[Cs+]. (6) Given the product [ClH:1].[Cl:1][C:2]1[CH:3]=[C:4]([CH:29]=[CH:30][C:31]=1[O:32][CH2:33][C:34]1[CH:39]=[CH:38][CH:37]=[CH:36][N:35]=1)[NH:5][C:6]1[C:15]2[C:10](=[CH:11][C:12]([O:24][CH2:25][CH3:26])=[C:13]([NH:16][C:17](=[O:23])/[CH:18]=[CH:19]/[CH2:20][NH:21][CH3:22])[CH:14]=2)[N:9]=[CH:8][C:7]=1[C:27]#[N:28], predict the reactants needed to synthesize it. The reactants are: [Cl:1][C:2]1[CH:3]=[C:4]([CH:29]=[CH:30][C:31]=1[O:32][CH2:33][C:34]1[CH:39]=[CH:38][CH:37]=[CH:36][N:35]=1)[NH:5][C:6]1[C:15]2[C:10](=[CH:11][C:12]([O:24][CH2:25][CH3:26])=[C:13]([NH:16][C:17](=[O:23])/[CH:18]=[CH:19]/[CH2:20][NH:21][CH3:22])[CH:14]=2)[N:9]=[CH:8][C:7]=1[C:27]#[N:28]. (7) Given the product [C:33]([O:32][C:30]([NH:18][CH2:2][C:3]1[CH:13]=[CH:12][C:6]([C:7]([OH:9])=[O:8])=[C:5]([F:14])[C:4]=1[F:15])=[O:31])([CH3:36])([CH3:35])[CH3:34], predict the reactants needed to synthesize it. The reactants are: Br[CH2:2][C:3]1[CH:13]=[CH:12][C:6]([C:7]([O:9]CC)=[O:8])=[C:5]([F:14])[C:4]=1[F:15].O=C1C2C(=CC=CC=2)C(=O)[N-:18]1.[K+].NN.[C:30](O[C:30]([O:32][C:33]([CH3:36])([CH3:35])[CH3:34])=[O:31])([O:32][C:33]([CH3:36])([CH3:35])[CH3:34])=[O:31].CCN(C(C)C)C(C)C. (8) Given the product [F:1][C:2]1[CH:10]=[CH:9][CH:8]=[C:7]2[C:3]=1[C:4]([C:11]([O:13][CH3:14])=[O:12])=[N:5][N:6]2[C:16]1[CH:21]=[C:20]([I:22])[CH:19]=[CH:18][N:17]=1, predict the reactants needed to synthesize it. The reactants are: [F:1][C:2]1[CH:10]=[CH:9][CH:8]=[C:7]2[C:3]=1[C:4]([C:11]([O:13][CH3:14])=[O:12])=[N:5][NH:6]2.F[C:16]1[CH:21]=[C:20]([I:22])[CH:19]=[CH:18][N:17]=1. (9) Given the product [CH2:16]([N:10]1[C:9](=[O:23])[C:8]2[CH:7]=[N:6][C:5]([C:3]([NH2:24])=[O:2])=[C:14]([OH:15])[C:13]=2[CH:12]=[CH:11]1)[C:17]1[CH:22]=[CH:21][CH:20]=[CH:19][CH:18]=1, predict the reactants needed to synthesize it. The reactants are: C[O:2][C:3]([C:5]1[N:6]=[CH:7][C:8]2[C:9](=[O:23])[N:10]([CH2:16][C:17]3[CH:22]=[CH:21][CH:20]=[CH:19][CH:18]=3)[CH:11]=[CH:12][C:13]=2[C:14]=1[OH:15])=O.[NH3:24]. (10) Given the product [O:21]=[C:20]1[C:4]2[C:5]3[C:6](=[C:7]([C:11]4[CH:12]=[CH:13][CH:14]=[CH:15][CH:16]=4)[NH:8][C:9]=3[CH:10]=[C:2]([NH:1][C:28]([C:27]3[S:26][N:25]=[N:24][C:23]=3[CH3:22])=[O:29])[CH:3]=2)[CH:17]=[N:18][NH:19]1, predict the reactants needed to synthesize it. The reactants are: [NH2:1][C:2]1[CH:3]=[C:4]2[C:20](=[O:21])[NH:19][N:18]=[CH:17][C:6]3=[C:7]([C:11]4[CH:16]=[CH:15][CH:14]=[CH:13][CH:12]=4)[NH:8][C:9]([CH:10]=1)=[C:5]23.[CH3:22][C:23]1[N:24]=[N:25][S:26][C:27]=1[C:28](O)=[O:29].C(N(CC)CC)C.F[P-](F)(F)(F)(F)F.N1(OC(N(C)C)=[N+](C)C)C2N=CC=CC=2N=N1.